From a dataset of Catalyst prediction with 721,799 reactions and 888 catalyst types from USPTO. Predict which catalyst facilitates the given reaction. (1) Reactant: [CH3:1][O:2][C:3]1[CH:12]=[CH:11][C:10]2[O:9][C@H:8]3[CH2:13][CH2:14][CH2:15][O:16][C@@H:7]3[C:6](=[O:17])[C:5]=2[CH:4]=1.CI.[CH3:20]C(C)([O-])C.[K+]. Product: [CH3:1][O:2][C:3]1[CH:12]=[CH:11][C:10]2[O:9][C@H:8]3[CH2:13][CH2:14][CH2:15][O:16][C@:7]3([CH3:20])[C:6](=[O:17])[C:5]=2[CH:4]=1. The catalyst class is: 1. (2) Reactant: [F:1][C:2]1[CH:3]=[CH:4][C:5]([N+:9]([O-:11])=[O:10])=[C:6]([OH:8])[CH:7]=1.IC.[C:14](=O)([O-])[O-].[K+].[K+]. Product: [F:1][C:2]1[CH:3]=[CH:4][C:5]([N+:9]([O-:11])=[O:10])=[C:6]([O:8][CH3:14])[CH:7]=1. The catalyst class is: 21. (3) Reactant: [Br:1][C:2]1[C:3](F)=[C:4]([C:15]2[CH:20]=[CH:19][CH:18]=[CH:17][CH:16]=2)[CH:5]=[C:6]([C:9]2[CH:14]=[CH:13][CH:12]=[CH:11][CH:10]=2)[C:7]=1F.[C:22]1([C:29]2[CH:34]=[CH:33][CH:32]=[CH:31][CH:30]=2)[CH:27]=[CH:26][C:25]([OH:28])=[CH:24][CH:23]=1.[C:35](=[O:38])([O-])[O-].[K+].[K+]. Product: [C:22]1([C:29]2[CH:34]=[CH:33][CH:32]=[CH:31][CH:30]=2)[CH:23]=[CH:24][C:25]([O:28][C:3]2[C:2]([Br:1])=[C:7]([O:38][C:35]3[CH:17]=[CH:16][C:15]([C:4]4[CH:5]=[CH:6][CH:7]=[CH:2][CH:3]=4)=[CH:20][CH:19]=3)[C:6]([C:9]3[CH:14]=[CH:13][CH:12]=[CH:11][CH:10]=3)=[CH:5][C:4]=2[C:15]2[CH:20]=[CH:19][CH:18]=[CH:17][CH:16]=2)=[CH:26][CH:27]=1. The catalyst class is: 37. (4) Reactant: [Cl:1][C:2]1[CH:9]=[C:8](B2OC(C)(C)C(C)(C)O2)[CH:7]=[CH:6][C:3]=1[C:4]#[N:5].Br[C:20]1[CH:21]=[C:22]([NH2:26])[CH:23]=[N:24][CH:25]=1.COC1C=CC=C(OC)C=1C1C=CC=CC=1P(C1CCCCC1)C1CCCCC1.P([O-])([O-])([O-])=O.[K+].[K+].[K+]. Product: [NH2:26][C:22]1[CH:21]=[C:20]([C:8]2[CH:7]=[CH:6][C:3]([C:4]#[N:5])=[C:2]([Cl:1])[CH:9]=2)[CH:25]=[N:24][CH:23]=1. The catalyst class is: 101. (5) Reactant: [F:1][C:2]1[CH:10]=[CH:9][C:8]([CH2:11][C:12]2[C:21]3[C:16](=[CH:17][CH:18]=[CH:19][CH:20]=3)[C:15](=[O:22])[NH:14][N:13]=2)=[CH:7][C:3]=1[C:4](O)=[O:5].CN(C(ON1N=NC2C=CC=CC1=2)=[N+](C)C)C.F[P-](F)(F)(F)(F)F.C(N(C(C)C)C(C)C)C.[NH:56]1[CH2:61][CH2:60][CH:59]([O:62][CH2:63][C:64]([N:66]2[CH2:70][CH2:69][CH2:68][CH2:67]2)=[O:65])[CH2:58][CH2:57]1. Product: [F:1][C:2]1[CH:10]=[CH:9][C:8]([CH2:11][C:12]2[C:21]3[C:16](=[CH:17][CH:18]=[CH:19][CH:20]=3)[C:15](=[O:22])[NH:14][N:13]=2)=[CH:7][C:3]=1[C:4]([N:56]1[CH2:61][CH2:60][CH:59]([O:62][CH2:63][C:64](=[O:65])[N:66]2[CH2:67][CH2:68][CH2:69][CH2:70]2)[CH2:58][CH2:57]1)=[O:5]. The catalyst class is: 44. (6) Reactant: [NH2:1][C@@H:2]1[CH2:6][N:5]([C:7]([O:9][C:10]([CH3:13])([CH3:12])[CH3:11])=[O:8])[C@H:4]([C:14]([O:16][CH3:17])=[O:15])[CH2:3]1.[C:18](Cl)(=[O:25])[O:19][CH2:20][C:21]([Cl:24])([Cl:23])[Cl:22].CCN(C(C)C)C(C)C.O. Product: [CH3:17][O:16][C:14]([C@@H:4]1[CH2:3][C@H:2]([NH:1][C:18]([O:19][CH2:20][C:21]([Cl:24])([Cl:23])[Cl:22])=[O:25])[CH2:6][N:5]1[C:7]([O:9][C:10]([CH3:11])([CH3:12])[CH3:13])=[O:8])=[O:15]. The catalyst class is: 2. (7) Reactant: [NH:1]1[CH2:6][CH2:5][C:4]2([C:15]3[C:10](=[CH:11][CH:12]=[CH:13][CH:14]=3)[C:9]([C:16]#[N:17])=[CH:8][CH2:7]2)[CH2:3][CH2:2]1.[CH3:18][C:19]([CH3:24])([CH3:23])[CH2:20][CH:21]=O.C(O[BH-](OC(=O)C)OC(=O)C)(=O)C.[Na+].CO. Product: [CH3:18][C:19]([CH3:24])([CH3:23])[CH2:20][CH2:21][N:1]1[CH2:2][CH2:3][C:4]2([C:15]3[C:10](=[CH:11][CH:12]=[CH:13][CH:14]=3)[C:9]([C:16]#[N:17])=[CH:8][CH2:7]2)[CH2:5][CH2:6]1. The catalyst class is: 26.